From a dataset of Forward reaction prediction with 1.9M reactions from USPTO patents (1976-2016). Predict the product of the given reaction. Given the reactants [NH2:1][C:2]1[CH:7]=[CH:6][CH:5]=[CH:4][C:3]=1[SH:8].[CH3:9][N:10]([CH2:19][CH2:20][OH:21])[C:11]1[CH:18]=[CH:17][C:14]([CH:15]=O)=[CH:13][CH:12]=1.O, predict the reaction product. The product is: [S:8]1[C:3]2[CH:4]=[CH:5][CH:6]=[CH:7][C:2]=2[N:1]=[C:15]1[C:14]1[CH:13]=[CH:12][C:11]([N:10]([CH3:9])[CH2:19][CH2:20][OH:21])=[CH:18][CH:17]=1.